Predict which catalyst facilitates the given reaction. From a dataset of Catalyst prediction with 721,799 reactions and 888 catalyst types from USPTO. (1) Reactant: [H-].[Na+].[NH2:3][C:4]1[CH:9]=[C:8]([Cl:10])[N:7]=[C:6]([Cl:11])[C:5]=1[N+:12]([O-:14])=[O:13].[CH2:15]([C:17]1[CH:24]=[CH:23][CH:22]=[C:21]([CH3:25])[C:18]=1[CH2:19]Cl)[CH3:16].[I-].[Na+]. Product: [Cl:11][C:6]1[C:5]([N+:12]([O-:14])=[O:13])=[C:4]([NH:3][CH2:19][C:18]2[C:21]([CH3:25])=[CH:22][CH:23]=[CH:24][C:17]=2[CH2:15][CH3:16])[CH:9]=[C:8]([Cl:10])[N:7]=1. The catalyst class is: 1. (2) Reactant: [CH:1]1[CH:2]=[CH:3][C:4]([CH:7]([N:15]2[CH2:20][CH2:19][N:18]([CH2:21][CH2:22][O:23][CH2:24][C:25]([OH:27])=[O:26])[CH2:17][CH2:16]2)[C:8]2[CH:9]=[CH:10][C:11]([Cl:14])=[CH:12][CH:13]=2)=[CH:5][CH:6]=1.Cl.Cl.C(O)[C@@H]1O[C@H](O[C@]2(CCl)O[C@H](CCl)[C@@H](O)[C@@H]2O)[C@@H](O)[C@@H](O)[C@H]1Cl. Product: [CH:1]1[CH:2]=[CH:3][C:4]([CH:7]([N:15]2[CH2:20][CH2:19][N:18]([CH2:21][CH2:22][O:23][CH2:24][C:25]([OH:27])=[O:26])[CH2:17][CH2:16]2)[C:8]2[CH:9]=[CH:10][C:11]([Cl:14])=[CH:12][CH:13]=2)=[CH:5][CH:6]=1. The catalyst class is: 33.